From a dataset of Full USPTO retrosynthesis dataset with 1.9M reactions from patents (1976-2016). Predict the reactants needed to synthesize the given product. (1) Given the product [Cl:1][C:2]1[S:6][C:5]([C:7]([OH:33])([C:27]2[N:28]([CH3:32])[CH:29]=[N:30][CH:31]=2)[C:8]2[CH:9]=[C:10]3[C:15](=[CH:16][CH:17]=2)[N:14]([CH3:38])[C:13](=[O:18])[CH:12]=[C:11]3[C:19]2[CH:24]=[CH:23][CH:22]=[C:21]([OH:25])[CH:20]=2)=[CH:4][CH:3]=1, predict the reactants needed to synthesize it. The reactants are: [Cl:1][C:2]1[S:6][C:5]([C:7]([OH:33])([C:27]2[N:28]([CH3:32])[CH:29]=[N:30][CH:31]=2)[C:8]2[CH:9]=[C:10]3[C:15](=[CH:16][CH:17]=2)[NH:14][C:13](=[O:18])[CH:12]=[C:11]3[C:19]2[CH:24]=[CH:23][CH:22]=[C:21]([O:25]C)[CH:20]=2)=[CH:4][CH:3]=1.B(Br)(Br)Br.[CH2:38](Cl)Cl. (2) Given the product [OH:36][CH2:35][C:34]1[CH:38]=[CH:39][C:31]([CH2:30][CH2:29][NH:28][C:26]([C:23]2[CH:24]=[CH:25][C:20]([C:17]3[CH:16]=[CH:15][C:14]([Cl:13])=[CH:19][CH:18]=3)=[CH:21][CH:22]=2)=[O:27])=[CH:32][CH:33]=1, predict the reactants needed to synthesize it. The reactants are: C1N=CN(C(N2C=NC=C2)=O)C=1.[Cl:13][C:14]1[CH:19]=[CH:18][C:17]([C:20]2[CH:25]=[CH:24][C:23]([C:26]([NH:28][CH2:29][CH2:30][C:31]3[CH:39]=[CH:38][C:34]([C:35](O)=[O:36])=[CH:33][CH:32]=3)=[O:27])=[CH:22][CH:21]=2)=[CH:16][CH:15]=1.[BH4-].[Na+].Cl. (3) Given the product [C:1]([C:4]1[CH:5]=[CH:6][C:7]([NH:11][C:12]([CH:14]2[CH2:19][CH2:18][N:17]([C:20]([O:22][C:23]([CH3:26])([CH3:25])[CH3:24])=[O:21])[CH2:16][CH2:15]2)=[O:13])=[C:8]([CH:9]=1)[C:27]([OH:29])=[O:28])(=[O:3])[CH3:2], predict the reactants needed to synthesize it. The reactants are: [C:1]([C:4]1[CH:5]=[CH:6][C:7]([NH:11][C:12]([CH:14]2[CH2:19][CH2:18][N:17]([C:20]([O:22][C:23]([CH3:26])([CH3:25])[CH3:24])=[O:21])[CH2:16][CH2:15]2)=[O:13])=[C:8](I)[CH:9]=1)(=[O:3])[CH3:2].[C:27](=O)([O-:29])[O-:28].[K+].[K+].[OH-].[Na+]. (4) Given the product [NH2:66][C:67]1[S:68][C:69]([CH2:72][C:73]([NH:34][C@@H:35]([CH3:65])[C:36]([NH:38][C@@H:39]([CH2:56][C:57]2[CH:62]=[CH:61][C:60]([O:63][CH3:64])=[CH:59][CH:58]=2)[C:40]([NH:42][C@@H:43]([CH2:50][C:51]2[CH2:55][CH2:54][CH2:53][CH:52]=2)[C:44]([C@@:46]2([CH3:49])[CH2:48][O:47]2)=[O:45])=[O:41])=[O:37])=[O:74])=[CH:70][N:71]=1, predict the reactants needed to synthesize it. The reactants are: CN(C(ON1N=NC2C=CC=NC1=2)=[N+](C)C)C.F[P-](F)(F)(F)(F)F.CCN(C(C)C)C(C)C.[NH2:34][C@@H:35]([CH3:65])[C:36]([NH:38][C@@H:39]([CH2:56][C:57]1[CH:62]=[CH:61][C:60]([O:63][CH3:64])=[CH:59][CH:58]=1)[C:40]([NH:42][C@@H:43]([CH2:50][C:51]1[CH2:55][CH2:54][CH2:53][CH:52]=1)[C:44]([C@@:46]1([CH3:49])[CH2:48][O:47]1)=[O:45])=[O:41])=[O:37].[NH2:66][C:67]1[S:68][C:69]([CH2:72][C:73](O)=[O:74])=[CH:70][N:71]=1. (5) Given the product [C:56]([C:18]1[N:17]=[C:16]([CH:14]([OH:15])[CH:11]([NH:10][C:9]([CH:8]([NH:27][C:28]([N:30]2[CH2:31][CH2:32][O:33][CH2:34][CH2:35]2)=[O:29])[CH2:7][S:4]([CH2:3][CH:2]([CH3:36])[CH3:1])(=[O:5])=[O:6])=[O:26])[CH2:12][CH3:13])[O:20][N:19]=1)([CH3:58])([CH3:57])[CH3:53], predict the reactants needed to synthesize it. The reactants are: [CH3:1][CH:2]([CH3:36])[CH2:3][S:4]([CH2:7][CH:8]([NH:27][C:28]([N:30]1[CH2:35][CH2:34][O:33][CH2:32][CH2:31]1)=[O:29])[C:9](=[O:26])[NH:10][CH:11]([C:14]([C:16]1[O:20][N:19]=[C:18](C2SC=CC=2)[N:17]=1)=[O:15])[CH2:12][CH3:13])(=[O:6])=[O:5].C1C=CC2N(O)N=NC=2C=1.N[C@@H](CC)C(C1ON=[C:53]([C:56](C)([CH3:58])[CH3:57])N=1)O. (6) Given the product [F:15][C:14]1[CH:13]=[C:12]([CH2:16][CH:17]([O:23][CH2:24][CH3:25])[C:18]([O:20][CH2:21][CH3:22])=[O:19])[CH:11]=[C:10]([F:26])[C:9]=1[OH:8], predict the reactants needed to synthesize it. The reactants are: C([O:8][C:9]1[C:14]([F:15])=[CH:13][C:12](/[CH:16]=[C:17](\[O:23][CH2:24][CH3:25])/[C:18]([O:20][CH2:21][CH3:22])=[O:19])=[CH:11][C:10]=1[F:26])C1C=CC=CC=1.[H][H]. (7) Given the product [Si:22]([O:15][CH2:14][C:13]([C:3]1[CH:4]=[N:5][C:6]2[C:11]([C:2]=1[Cl:1])=[N:10][C:9]([Cl:12])=[CH:8][CH:7]=2)=[O:16])([C:25]([CH3:28])([CH3:27])[CH3:26])([CH3:24])[CH3:23], predict the reactants needed to synthesize it. The reactants are: [Cl:1][C:2]1[C:11]2[C:6](=[CH:7][CH:8]=[C:9]([Cl:12])[N:10]=2)[N:5]=[CH:4][C:3]=1[C:13](=[O:16])[CH2:14][OH:15].N1C=CN=C1.[Si:22](Cl)([C:25]([CH3:28])([CH3:27])[CH3:26])([CH3:24])[CH3:23].C([O-])(O)=O.[Na+].